Dataset: NCI-60 drug combinations with 297,098 pairs across 59 cell lines. Task: Regression. Given two drug SMILES strings and cell line genomic features, predict the synergy score measuring deviation from expected non-interaction effect. (1) Drug 1: CC(C1=C(C=CC(=C1Cl)F)Cl)OC2=C(N=CC(=C2)C3=CN(N=C3)C4CCNCC4)N. Drug 2: CC1C(C(CC(O1)OC2CC(CC3=C2C(=C4C(=C3O)C(=O)C5=C(C4=O)C(=CC=C5)OC)O)(C(=O)C)O)N)O.Cl. Cell line: OVCAR-5. Synergy scores: CSS=21.0, Synergy_ZIP=-0.166, Synergy_Bliss=7.67, Synergy_Loewe=-1.18, Synergy_HSA=6.36. (2) Drug 1: C1C(C(OC1N2C=C(C(=O)NC2=O)F)CO)O. Drug 2: CC1C(C(CC(O1)OC2CC(CC3=C2C(=C4C(=C3O)C(=O)C5=CC=CC=C5C4=O)O)(C(=O)C)O)N)O. Cell line: OVCAR-8. Synergy scores: CSS=43.5, Synergy_ZIP=-3.64, Synergy_Bliss=-5.05, Synergy_Loewe=-1.96, Synergy_HSA=1.76. (3) Drug 1: COC1=C(C=C2C(=C1)N=CN=C2NC3=CC(=C(C=C3)F)Cl)OCCCN4CCOCC4. Drug 2: CN(CC1=CN=C2C(=N1)C(=NC(=N2)N)N)C3=CC=C(C=C3)C(=O)NC(CCC(=O)O)C(=O)O. Cell line: SN12C. Synergy scores: CSS=35.3, Synergy_ZIP=-8.43, Synergy_Bliss=-1.36, Synergy_Loewe=1.21, Synergy_HSA=1.95.